This data is from Forward reaction prediction with 1.9M reactions from USPTO patents (1976-2016). The task is: Predict the product of the given reaction. (1) Given the reactants Cl[CH2:2][CH2:3][C:4]([CH:6]1[CH2:10][CH2:9][CH2:8][CH2:7]1)=[O:5].[N-:11]=[N+]=[N-].[Na+].[C:15]([O:22]C(OC(C)(C)C)=O)(=O)[O:16][C:17]([CH3:20])([CH3:19])[CH3:18], predict the reaction product. The product is: [C:17]([O:16][C:15](=[O:22])[NH:11][CH2:2][CH2:3][C:4]([CH:6]1[CH2:10][CH2:9][CH2:8][CH2:7]1)=[O:5])([CH3:20])([CH3:19])[CH3:18]. (2) The product is: [Cl:28][C:17]1[CH:16]=[C:15]([CH:20]=[CH:19][C:18]=1[NH:21][C:22]([NH:24][CH:25]1[CH2:26][CH2:27]1)=[O:23])[O:14][C:6]1[C:5]2[C:10](=[CH:11][C:12]([O:13][CH2:30][CH:31]3[CH2:36][CH2:35][N:34]([C:37]([O:39][C:40]([CH3:41])([CH3:43])[CH3:42])=[O:38])[CH2:33][CH2:32]3)=[C:3]([C:1]#[N:2])[CH:4]=2)[N:9]=[CH:8][CH:7]=1. Given the reactants [C:1]([C:3]1[CH:4]=[C:5]2[C:10](=[CH:11][C:12]=1[OH:13])[N:9]=[CH:8][CH:7]=[C:6]2[O:14][C:15]1[CH:20]=[CH:19][C:18]([NH:21][C:22]([NH:24][CH:25]2[CH2:27][CH2:26]2)=[O:23])=[C:17]([Cl:28])[CH:16]=1)#[N:2].Br[CH2:30][CH:31]1[CH2:36][CH2:35][N:34]([C:37]([O:39][C:40]([CH3:43])([CH3:42])[CH3:41])=[O:38])[CH2:33][CH2:32]1, predict the reaction product. (3) Given the reactants [C:1]([C:3]1[CH:4]=[C:5]([C:13]2[O:17][N:16]=[C:15]([C:18]3[CH:19]=[CH:20][C:21]4[O:27][CH2:26][CH2:25][N:24]([CH2:28][CH2:29][CH2:30][C:31]([O:33]CC)=[O:32])[CH2:23][C:22]=4[CH:36]=3)[N:14]=2)[CH:6]=[CH:7][C:8]=1[O:9][CH:10]([CH3:12])[CH3:11])#[N:2].[OH-].[Na+], predict the reaction product. The product is: [C:1]([C:3]1[CH:4]=[C:5]([C:13]2[O:17][N:16]=[C:15]([C:18]3[CH:19]=[CH:20][C:21]4[O:27][CH2:26][CH2:25][N:24]([CH2:28][CH2:29][CH2:30][C:31]([OH:33])=[O:32])[CH2:23][C:22]=4[CH:36]=3)[N:14]=2)[CH:6]=[CH:7][C:8]=1[O:9][CH:10]([CH3:11])[CH3:12])#[N:2]. (4) Given the reactants C([Li])CCC.Br[C:7]1[CH:8]=[C:9]2[C:14](=[C:15]([CH3:17])[CH:16]=1)[N:13]=[C:12]([O:18][CH3:19])[C:11]([C:20]1[CH:25]=[CH:24][C:23]([O:26][C:27]([F:30])([F:29])[F:28])=[CH:22][CH:21]=1)=[C:10]2[Cl:31].[CH3:32][N:33]1[C:37]([C:38]([C:40]2[CH:41]=[N:42][C:43]([C:46]([F:49])([F:48])[F:47])=[CH:44][CH:45]=2)=[O:39])=[CH:36][N:35]=[CH:34]1.[NH4+].[Cl-].C1[CH2:56][O:55]CC1, predict the reaction product. The product is: [Cl:31][C:10]1[C:9]2[C:14](=[C:15]([CH3:17])[CH:16]=[C:7]([C:38]([C:37]3[N:33]([CH3:32])[CH:34]=[N:35][CH:36]=3)([C:40]3[CH:41]=[N:42][C:43]([C:46]([F:48])([F:47])[F:49])=[CH:44][CH:45]=3)[OH:39])[CH:8]=2)[N:13]=[C:12]([O:18][CH3:19])[C:11]=1[C:20]1[CH:25]=[CH:24][C:23]([O:26][C:27]([F:30])([F:29])[F:28])=[CH:22][CH:21]=1.[C:56]([OH:55])([C:27]([F:28])([F:29])[F:30])=[O:39]. (5) Given the reactants [F:1][C:2]1[CH:3]=[CH:4][C:5]([NH:8][NH2:9])=[N:6][CH:7]=1.[CH3:10][N:11]([CH3:15])[C:12](Cl)=[O:13].CCN(C(C)C)C(C)C, predict the reaction product. The product is: [F:1][C:2]1[CH:3]=[CH:4][C:5]([NH:8][NH:9][C:12]([N:11]([CH3:15])[CH3:10])=[O:13])=[N:6][CH:7]=1. (6) Given the reactants [N:1]1([C:6]2[N:11]=[CH:10][C:9]([CH2:12][C:13]([O:15]CC)=[O:14])=[CH:8][CH:7]=2)[CH:5]=[N:4][N:3]=[N:2]1.[OH-].[Na+].OP(O)(O)=O, predict the reaction product. The product is: [N:1]1([C:6]2[N:11]=[CH:10][C:9]([CH2:12][C:13]([OH:15])=[O:14])=[CH:8][CH:7]=2)[CH:5]=[N:4][N:3]=[N:2]1. (7) The product is: [CH2:1]([O:3][C@H:4]([CH2:10][C:11]1[CH:12]=[CH:13][C:14]([O:17][CH2:19][C:20]([C:22]2[CH:27]=[CH:26][CH:25]=[C:24]([O:28][CH3:29])[CH:23]=2)=[O:21])=[CH:15][CH:16]=1)[C:5]([O:7][CH2:8][CH3:9])=[O:6])[CH3:2]. Given the reactants [CH2:1]([O:3][C@H:4]([CH2:10][C:11]1[CH:16]=[CH:15][C:14]([OH:17])=[CH:13][CH:12]=1)[C:5]([O:7][CH2:8][CH3:9])=[O:6])[CH3:2].Br[CH2:19][C:20]([C:22]1[CH:27]=[CH:26][CH:25]=[C:24]([O:28][CH3:29])[CH:23]=1)=[O:21].C(=O)([O-])[O-].[K+].[K+], predict the reaction product. (8) Given the reactants [CH3:1][O:2][C:3](=[O:15])[C:4](=[O:14])[CH:5]([Cl:13])[C:6]1[CH:11]=[CH:10][C:9]([F:12])=[CH:8][CH:7]=1.[Br:16]C1C=C(C=CC=1F)C=O.FC1C=CC(C=O)=CC=1, predict the reaction product. The product is: [CH3:1][O:2][C:3](=[O:15])[C:4](=[O:14])[CH:5]([C:6]1[CH:11]=[CH:10][C:9]([F:12])=[C:8]([Br:16])[CH:7]=1)[Cl:13]. (9) Given the reactants Cl[C:2]1[C:11]2=[N:12][N:13](CC3C=CC(OC)=CC=3)[CH:14]=[C:10]2[C:9]2[CH:8]=[C:7]([O:24][CH3:25])[CH:6]=[CH:5][C:4]=2[N:3]=1.[S:26]1[CH2:31][CH2:30][N:29]([C:32]2[CH:38]=[CH:37][C:35]([NH2:36])=[CH:34][CH:33]=2)[CH2:28][CH2:27]1.Cl, predict the reaction product. The product is: [CH3:25][O:24][C:7]1[CH:6]=[CH:5][C:4]2[N:3]=[C:2]([NH:36][C:35]3[CH:34]=[CH:33][C:32]([N:29]4[CH2:30][CH2:31][S:26][CH2:27][CH2:28]4)=[CH:38][CH:37]=3)[C:11]3=[N:12][NH:13][CH:14]=[C:10]3[C:9]=2[CH:8]=1.